Dataset: Full USPTO retrosynthesis dataset with 1.9M reactions from patents (1976-2016). Task: Predict the reactants needed to synthesize the given product. (1) The reactants are: C[N:2](C)[CH:3]=[CH:4][C:5]([C:7]1[C:12](=[O:13])[CH:11]=[CH:10][N:9]([C:14]2[CH:19]=[CH:18][C:17]([CH3:20])=[CH:16][CH:15]=2)[N:8]=1)=O.[C:22]1([NH:28]N)[CH:27]=[CH:26][CH:25]=[CH:24][CH:23]=1. Given the product [CH3:20][C:17]1[CH:18]=[CH:19][C:14]([N:9]2[CH:10]=[CH:11][C:12](=[O:13])[C:7]([C:5]3[N:28]([C:22]4[CH:27]=[CH:26][CH:25]=[CH:24][CH:23]=4)[N:2]=[CH:3][CH:4]=3)=[N:8]2)=[CH:15][CH:16]=1, predict the reactants needed to synthesize it. (2) Given the product [CH2:26]([N:4]([CH2:1][CH2:2][CH3:3])[C:5]1[C:6]([C:19]2[CH:20]=[CH:21][C:22]([F:25])=[CH:23][CH:24]=2)=[N:7][C:8]2[C:13]([N:14]=1)=[CH:12][C:11]([C:15]([OH:17])=[O:16])=[CH:10][CH:9]=2)[CH2:27][CH3:28], predict the reactants needed to synthesize it. The reactants are: [CH2:1]([N:4]([CH2:26][CH2:27][CH3:28])[C:5]1[C:6]([C:19]2[CH:24]=[CH:23][C:22]([F:25])=[CH:21][CH:20]=2)=[N:7][C:8]2[C:13]([N:14]=1)=[CH:12][C:11]([C:15]([O:17]C)=[O:16])=[CH:10][CH:9]=2)[CH2:2][CH3:3].[OH-].[Na+]. (3) Given the product [N:8]1([C:5]2[CH:6]=[CH:7][C:2](/[N:1]=[CH:27]/[C:26]3[CH:29]=[C:30]([O:34][CH3:35])[C:31]([O:32][CH3:33])=[C:24]([O:23][CH3:22])[CH:25]=3)=[C:3]([NH:13][C:14](=[O:21])[C:15]3[CH:16]=[CH:17][CH:18]=[CH:19][CH:20]=3)[CH:4]=2)[CH2:9][CH2:10][CH2:11][CH2:12]1, predict the reactants needed to synthesize it. The reactants are: [NH2:1][C:2]1[CH:7]=[CH:6][C:5]([N:8]2[CH2:12][CH2:11][CH2:10][CH2:9]2)=[CH:4][C:3]=1[NH:13][C:14](=[O:21])[C:15]1[CH:20]=[CH:19][CH:18]=[CH:17][CH:16]=1.[CH3:22][O:23][C:24]1[CH:25]=[C:26]([CH:29]=[C:30]([O:34][CH3:35])[C:31]=1[O:32][CH3:33])[CH:27]=O. (4) Given the product [F:30][C:29]1[CH:28]=[CH:27][C:4]([CH2:5][N:6]2[CH2:15][CH2:14][C:13]3[C:8](=[C:9]([OH:25])[C:10](=[O:24])[N:11]([CH:21]([CH3:22])[CH3:23])[C:12]=3[C:16]([N:18]([CH3:20])[CH3:19])=[O:17])[C:7]2=[O:26])=[CH:3][CH:2]=1, predict the reactants needed to synthesize it. The reactants are: Cl[C:2]1[CH:3]=[C:4]([CH:27]=[CH:28][C:29]=1[F:30])[CH2:5][N:6]1[CH2:15][CH2:14][C:13]2[C:8](=[C:9]([OH:25])[C:10](=[O:24])[N:11]([CH:21]([CH3:23])[CH3:22])[C:12]=2[C:16]([N:18]([CH3:20])[CH3:19])=[O:17])[C:7]1=[O:26].[H][H].